Dataset: Experimentally validated miRNA-target interactions with 360,000+ pairs, plus equal number of negative samples. Task: Binary Classification. Given a miRNA mature sequence and a target amino acid sequence, predict their likelihood of interaction. (1) The miRNA is hsa-miR-4646-5p with sequence ACUGGGAAGAGGAGCUGAGGGA. The protein sequence of the target gene is MKTLETQPLAPDCCPSDQDPAPAHPSPHASPMNKNADSELMPPPPERGDPPRLSPDPVAGSAVSQELREGDPVSLSTPLETEFGSPSELSPRIEEQELSENTSLPAEEANGSLSEEEANGPELGSGKAMEDTSGEPAAEDEGDTAWNYSFSQLPRFLSGSWSEFSTQPENFLKGCKWAPDGSCILTNSADNILRIYNLPPELYHEGEQVEYAEMVPVLRMVEGDTIYDYCWYSLMSSAQPDTSYVASSSRENPIHIWDAFTGELRASFRAYNHLDELTAAHSLCFSPDGSQLFCGFNRTV.... Result: 0 (no interaction). (2) The miRNA is mmu-miR-202-5p with sequence UUCCUAUGCAUAUACUUCUUU. The protein sequence of the target gene is MACRPRSPPRHQSRCDGDASPPSPARWSLGRKRRADGRRWRPEDAEEAEHRGAERRPESFTTPEGPKPRSRCSDWASAVEEDEMRTRVNKEMARYKRKLLINDFGRERKSSSGSSDSKESMSTVPADFETDESVLMRRQKQINYGKNTIAYDRYIKEVPRHLRQPGIHPKTPNKFKKYSRRSWDQQIKLWKVALHFWDPPAEEGCDLQEIHPVDLESAESSSEPQTSSQDDFDVYSGTPTKVRHMDSQVEDEFDLEACLTEPLRDFSAMS. Result: 0 (no interaction). (3) The miRNA is mmu-miR-101a-3p with sequence UACAGUACUGUGAUAACUGAA. The protein sequence of the target gene is MSFALEETLESDWVAVRPHVFDEREKHKFVFIVAWNEIEGKFAITCHNRTAQRQRSGSREQAGTPASDGSRGPGSPAARGRSEAAASATAALRSPGPRKSQAWAEGGSPRSARSLKGDPPRGPAGRGPESPLRSPARAKASPLRRSAESRDAIASATPVPPAPPVPPVSSVRVVSASGAVSEEIEVLEMVREDEAPQPLPDSEQPPSAAELESSAEECSWAGLFSFQDLRAVHQQLCSVNSQLEPCLPVFPEEPSGMWTVLFGGAPEMTEQEIDALCYQLQVYLGHGLDTCGWKILSQVL.... Result: 0 (no interaction).